Binary Classification. Given a miRNA mature sequence and a target amino acid sequence, predict their likelihood of interaction. From a dataset of Experimentally validated miRNA-target interactions with 360,000+ pairs, plus equal number of negative samples. (1) The miRNA is hsa-miR-328-3p with sequence CUGGCCCUCUCUGCCCUUCCGU. The protein sequence of the target gene is MAARCSTRWLLVVVGTPRLPAISGRGARPPREGVVGAWLSRKLSVPAFASSLTSCGPRALLTLRPGVSLTGTKHNPFICTASFHTSAPLAKEDYYQILGVPRNASQKEIKKAYYQLAKKYHPDTNKDDPKAKEKFSQLAEAYEVLSDEVKRKQYDAYGSAGFDPGASGSQHSYWKGGPTVDPEELFRKIFGEFSSSSFGDFQTVFDQPQEYFMELTFNQAAKGVNKEFTVNIMDTCERCNGKGNEPGTKVQHCHYCGGSGMETINTGPFVMRSTCRRCGGRGSIIISPCVVCRGAGQAKQ.... Result: 1 (interaction). (2) The miRNA is hsa-miR-8070 with sequence AUGUGAUUGACGGCUGACUCCA. The protein sequence of the target gene is MDFNMKKLASDAGIFFTRAVQFTEEKFGQAEKTELDAHFENLLARADSTKNWTEKILRQTEVLLQPNPSARVEEFLYEKLDRKVPSRVTNGELLAQYMADAASELGPTTPYGKTLIKVAEAEKQLGAAERDFIHTASISFLTPLRNFLEGDWKTISKERRLLQNRRLDLDACKARLKKAKAAEAKATTVPDFQETRPRNYILSASASALWNDEVDKAEQELRVAQTEFDRQAEVTRLLLEGISSTHVNHLRCLHEFVKSQTTYYAQCYRHMLDLQKQLGRFPGTFVGTTEPASPPLSSTS.... Result: 0 (no interaction). (3) The miRNA is mmu-miR-669j with sequence UGCAUAUACUCACAUGCAAACA. The protein sequence of the target gene is MSRQSSITFQSGSRRGFSTTSAITPAAGRSRFSSVSVARSAAGSGGLGRISSAGASFGSRSLYNLGGAKRVSINGCGSSCRSGFGGRASNRFGVNSGFGYGGGVGGGFSGPSFPVCPPGGIQEVTVNQSLLTPLHLQIDPTIQRVRAEEREQIKTLNNKFASFIDKVRFLEQQNKVLETKWALLQEQGSRTVRQNLEPLFDSYTSELRRQLESITTERGRLEAELRNMQDVVEDFKVRYEDEINKRTAAENEFVALKKDVDAAYMNKVELEAKVKSLPEEINFIHSVFDAELSQLQTQVG.... Result: 0 (no interaction). (4) The miRNA is hsa-miR-598-5p with sequence GCGGUGAUCCCGAUGGUGUGAGC. The protein sequence of the target gene is MAQKPKVDPHVGRLGYLQALVTEFQETQSQDAKEQVLANLANFAYDPSNYEYLRQLQVLDLFLDSLSEENETLVEFAIGGLCNLCPDRANKEHILHAGGVPLIINCLSSPNEETVLSAITTLMHLSPPGRSFLPELTATPVVQCMLRFSLSASARLRNLAQIFLEDFCSPRQVAEARSRQAHSALGIPLPRSVAPRQR. Result: 0 (no interaction). (5) The miRNA is hsa-miR-181a-5p with sequence AACAUUCAACGCUGUCGGUGAGU. The protein sequence of the target gene is MITSELPVLQDSTNETTAHSDAGSELEETEVKGKRKRGRPGRPPSTNKKPRKSPGEKSRIEAGIRGAGRGRANGHPQQNGEGEPVTLFEVVKLGKSAMQSVVDDWIESYKQDRDIALLDLINFFIQCSGCRGTVRIEMFRNMQNAEIIRKMTEEFDEDSGDYPLTMPGPQWKKFRSNFCEFIGVLIRQCQYSIIYDEYMMDTVISLLTGLSDSQVRAFRHTSTLAAMKLMTALVNVALNLSIHQDNTQRQYEAERNKMIGKRANERLELLLQKRKELQENQDEIENMMNSIFKGIFVHRY.... Result: 1 (interaction). (6) The miRNA is hsa-miR-8485 with sequence CACACACACACACACACGUAU. The protein sequence of the target gene is MKLKLNVLTIILLPVHLLITIYSALIFIPWYFLTNAKKKNAMAKRIKAKPTSDKPGSPYRSVTHFDSLAVIDIPGADTLDKLFDHAVSKFGKKDSLGTREILSEENEMQPNGKVFKKLILGNYKWMNYLEVNRRVNNFGSGLTALGLKPKNTIAIFCETRAEWMIAAQTCFKYNFPLVTLYATLGKEAVVHGLNESEASYLITSVELLESKLKTALLDISCVKHIIYVDNKAINKAEYPEGFEIHSMQSVEELGSNPENLGIPPSRPTPSDMAIVMYTSGSTGRPKGVMMHHSNLIAGMT.... Result: 1 (interaction). (7) The miRNA is hsa-miR-6861-5p with sequence ACUGGGUAGGUGGGGCUCCAGG. The protein sequence of the target gene is MGTAAAAAAAAAAAAAGEGARSPSPAAVSLGLGVAVVSSLVNGSTFVLQKKGIVRAKRRGTSYLTDIVWWAGTIAMAVGQIGNFLAYTAVPTVLVTPLGALGVPFGSILASYLLKEKLNILGKLGCLLSCAGSVVLIIHSPKSESVTTQAELEEKLTNPVFVGYLCIVLLMLLLLIFWIAPAHGPTNIMVYISICSLLGSFTVPSTKGIGLAAQDILHNNPSSQRALCLCLVLLAVLGCSIIVQFRYINKALECFDSSVFGAIYYVVFTTLVLLASAILFREWSNVGLVDFLGMACGFTT.... Result: 1 (interaction). (8) The miRNA is hsa-miR-512-3p with sequence AAGUGCUGUCAUAGCUGAGGUC. The protein sequence of the target gene is MELFYWCLLCLLLPLTSRTQKLPTRDEELFQMQIRDKEFFHDSSVIPDGAEVSSYLFRDTPRRYFFMVEEDNTPLSVTVTPCDAPLEWKLSLQELHEGSSADGSGDPELLDQQKQQMTDVEGTELFSYKGNDVEYFLSSSSPSGLYQLELLSTEKDTHFKVYATTTPESDQPYPELPYDPRVDVTSFGRTTVTLAWKPSPTASILKQPIEYCVVINKEHNFKSLCAAETKMNADDAFMVAPKPGLDFNPFDFAHFGFPTDNLGKDRSLLAKPSPKVGRHVYWRPKVDIQKICIGNKNIFT.... Result: 0 (no interaction). (9) The miRNA is hsa-miR-6821-5p with sequence GUGCGUGGUGGCUCGAGGCGGGG. The protein sequence of the target gene is MAQEVDTAQGAEMRRGAGAARGRASWCWALALLWLAVVPGWSRVSGIPSRRHWPVPYKRFDFRPKPDPYCQAKYTFCPTGSPIPVMEGDDDIEVFRLQAPVWEFKYGDLLGHLKIMHDAIGFRSTLTGKNYTMEWYELFQLGNCTFPHLRPEMDAPFWCNQGAACFFEGIDDVHWKENGTLVQVATISGNMFNQMAKWVKQDNETGIYYETWNVKASPEKGAETWFDSYDCSKFVLRTFNKLAEFGAEFKNIETNYTRIFLYSGEPTYLGNETSVFGPTGNKTLGLAIKRFYYPFKPHLP.... Result: 0 (no interaction).